This data is from Catalyst prediction with 721,799 reactions and 888 catalyst types from USPTO. The task is: Predict which catalyst facilitates the given reaction. (1) Reactant: Br[C:2]1[N:6](S(C2C=CC=CC=2)(=O)=O)[CH:5]=[C:4]([C:16]([O:18][CH3:19])=[O:17])[C:3]=1[CH2:20][CH2:21][CH3:22].[C:23]1(B(O)O)[CH:28]=[CH:27][CH:26]=[CH:25][CH:24]=1.C(=O)([O-])[O-].[Na+].[Na+]. Product: [C:23]1([C:2]2[NH:6][CH:5]=[C:4]([C:16]([O:18][CH3:19])=[O:17])[C:3]=2[CH2:20][CH2:21][CH3:22])[CH:28]=[CH:27][CH:26]=[CH:25][CH:24]=1. The catalyst class is: 73. (2) Reactant: [CH3:1][O:2][C:3]1[CH:4]=[C:5]([CH3:11])[CH:6]=[C:7]([O:9][CH3:10])[CH:8]=1.[N+:12]([C:15]1[CH:23]=[CH:22][C:18]([C:19](Cl)=[O:20])=[CH:17][CH:16]=1)([O-:14])=[O:13].[Cl-].[Al+3].[Cl-].[Cl-].Cl. Product: [CH3:10][O:9][C:7]1[C:6]([C:19](=[O:20])[C:18]2[CH:17]=[CH:16][C:15]([N+:12]([O-:14])=[O:13])=[CH:23][CH:22]=2)=[C:5]([CH3:11])[CH:4]=[C:3]([O:2][CH3:1])[CH:8]=1. The catalyst class is: 4. (3) Reactant: [NH2:1][C:2]1[N:7]=[C:6]([N:8]2[CH2:13][CH2:12][CH2:11][C@H:10]([C:14]([NH:16][C:17]3[CH:22]=[CH:21][CH:20]=[C:19]([O:23][CH3:24])[CH:18]=3)=[O:15])[CH2:9]2)[CH:5]=[C:4]([C:25]2[CH:30]=[CH:29][C:28]([C:31]#[N:32])=[C:27](F)[CH:26]=2)[N:3]=1.CCO.CCN(C(C)C)C(C)C.[NH2:46][NH2:47]. Product: [NH2:1][C:2]1[N:7]=[C:6]([N:8]2[CH2:13][CH2:12][CH2:11][C@H:10]([C:14]([NH:16][C:17]3[CH:22]=[CH:21][CH:20]=[C:19]([O:23][CH3:24])[CH:18]=3)=[O:15])[CH2:9]2)[CH:5]=[C:4]([C:25]2[CH:26]=[C:27]3[C:28]([C:31]([NH2:32])=[N:46][NH:47]3)=[CH:29][CH:30]=2)[N:3]=1. The catalyst class is: 238. (4) Reactant: C([O-])([O-])=O.[K+].[K+].[Br:7][C:8]1[C:16]2[C:11](=[N:12][CH:13]=[C:14]([NH:17][C:18](=[O:40])[C:19]3[C:24]([F:25])=[CH:23][CH:22]=[C:21]([N:26](S(CCC)(=O)=O)[S:27]([CH2:30][CH2:31][CH3:32])(=[O:29])=[O:28])[C:20]=3[F:39])[CH:15]=2)[N:10](S(C2C=CC(C)=CC=2)(=O)=O)[N:9]=1. Product: [Br:7][C:8]1[C:16]2[C:11](=[N:12][CH:13]=[C:14]([NH:17][C:18](=[O:40])[C:19]3[C:24]([F:25])=[CH:23][CH:22]=[C:21]([NH:26][S:27]([CH2:30][CH2:31][CH3:32])(=[O:29])=[O:28])[C:20]=3[F:39])[CH:15]=2)[NH:10][N:9]=1. The catalyst class is: 24. (5) Reactant: [OH2:1].[C:2]([OH:5])(=[O:4])[CH3:3].[NH2:6][C:7]1[C:16]2[N:17]=[C:18]([CH2:32][NH:33][C:34]([NH:36]C)=O)[N:19]([CH2:20][CH2:21][CH2:22][CH2:23]O[Si](C(C)(C)C)(C)C)[C:15]=2[C:14]2[CH:13]=[CH:12][CH:11]=[CH:10][C:9]=2[N:8]=1.[OH-:38].[Na+]. Product: [C:2]([OH:5])(=[O:4])[CH3:3].[NH2:6][C:7]1[C:16]2[N:17]=[C:18]([CH2:32][N:33]([CH3:2])[C:34]([NH2:36])=[O:38])[N:19]([CH2:20][CH2:21][CH2:22][CH2:23][OH:1])[C:15]=2[C:14]2[CH:13]=[CH:12][CH:11]=[CH:10][C:9]=2[N:8]=1. The catalyst class is: 1. (6) Reactant: [NH2:1][C:2]1[C:3]([C:14]([OH:16])=O)=[CH:4][C:5]([Br:13])=[C:6]2[C:11]=1[N:10]([CH3:12])[CH2:9][CH2:8][CH2:7]2.[NH2:17][C@H:18]1[CH2:23][CH2:22][CH2:21][CH2:20][C@@H:19]1[OH:24].F[P-](F)(F)(F)(F)F.N1(O[P+](N(C)C)(N(C)C)N(C)C)C2C=CC=CC=2N=N1.CCN(CC)CC. Product: [NH2:1][C:2]1[C:3]([C:14]([NH:17][C@H:18]2[CH2:23][CH2:22][CH2:21][CH2:20][C@@H:19]2[OH:24])=[O:16])=[CH:4][C:5]([Br:13])=[C:6]2[C:11]=1[N:10]([CH3:12])[CH2:9][CH2:8][CH2:7]2. The catalyst class is: 3. (7) Reactant: [C:1]([OH:9])(=O)[C:2]1[CH:7]=[CH:6][N:5]=[CH:4][CH:3]=1.C(N1C=CN=C1)(N1C=CN=C1)=O.[NH2:22][C:23]1[C:24]([OH:30])=[N:25][C:26]([Cl:29])=[N:27][CH:28]=1. The catalyst class is: 3. Product: [Cl:29][C:26]1[N:25]=[C:24]([OH:30])[C:23]([NH:22][C:1](=[O:9])[C:2]2[CH:3]=[CH:4][N:5]=[CH:6][CH:7]=2)=[CH:28][N:27]=1.